Dataset: Catalyst prediction with 721,799 reactions and 888 catalyst types from USPTO. Task: Predict which catalyst facilitates the given reaction. (1) Reactant: [OH:1][C:2]1[C:11]2[C:10]([CH3:13])([CH3:12])[CH2:9][CH2:8][C:7]([CH3:15])([CH3:14])[C:6]=2[CH:5]=[C:4]([Se:16][C:17]#[C:18][C:19]2[CH:28]=[CH:27][C:22]([C:23]([O:25][CH3:26])=[O:24])=[CH:21][CH:20]=2)[CH:3]=1.[F:29][C:30]1[CH:31]=[C:32]([CH:35]=[CH:36][CH:37]=1)[CH2:33]Br.C(=O)([O-])[O-].[K+].[K+]. Product: [F:29][C:30]1[CH:31]=[C:32]([CH:35]=[CH:36][CH:37]=1)[CH2:33][O:1][C:2]1[C:11]2[C:10]([CH3:12])([CH3:13])[CH2:9][CH2:8][C:7]([CH3:14])([CH3:15])[C:6]=2[CH:5]=[C:4]([Se:16][C:17]#[C:18][C:19]2[CH:28]=[CH:27][C:22]([C:23]([O:25][CH3:26])=[O:24])=[CH:21][CH:20]=2)[CH:3]=1. The catalyst class is: 131. (2) Reactant: [Cl:1][C:2]1[CH:7]=[CH:6][C:5]([CH2:8]Cl)=[CH:4][N:3]=1.[OH:10][C@H:11]1[CH2:15][CH2:14][NH:13][CH2:12]1.C(=O)([O-])[O-].[K+].[K+]. Product: [Cl:1][C:2]1[N:3]=[CH:4][C:5]([CH2:8][N:13]2[CH2:14][CH2:15][C@H:11]([OH:10])[CH2:12]2)=[CH:6][CH:7]=1. The catalyst class is: 10.